This data is from hERG Central: cardiac toxicity at 1µM, 10µM, and general inhibition. The task is: Predict hERG channel inhibition at various concentrations. (1) The drug is O=C(Nc1cccc(S(=O)(=O)N2CCCCCC2)c1)C1CCC1. Results: hERG_inhib (hERG inhibition (general)): blocker. (2) The compound is CCOC(=O)c1ccc(NC(=O)C2CCN(C(=O)c3ccc(OC)c(OC)c3)CC2)cc1. Results: hERG_inhib (hERG inhibition (general)): blocker. (3) The compound is CCOc1cccc(CNCCO)c1OCc1ccc(Cl)cc1.Cl. Results: hERG_inhib (hERG inhibition (general)): blocker. (4) Results: hERG_inhib (hERG inhibition (general)): blocker. The drug is CCCCCn1c2c(c(=N)c3ccccc31)CCC2.I.